From a dataset of Full USPTO retrosynthesis dataset with 1.9M reactions from patents (1976-2016). Predict the reactants needed to synthesize the given product. The reactants are: C([O:5][C:6](=[O:36])[CH2:7][N:8]1[C:12]2[CH:13]=[CH:14][C:15]([N:17]([CH2:26][C:27]3[CH:32]=[CH:31][CH:30]=[CH:29][CH:28]=3)[C:18]([C:20]3[S:21][CH:22]=[CH:23][C:24]=3[CH3:25])=[O:19])=[CH:16][C:11]=2[N:10]=[C:9]1[CH2:33][CH2:34][CH3:35])(C)(C)C.C(O)(C(F)(F)F)=O. Given the product [CH2:26]([N:17]([C:18]([C:20]1[S:21][CH:22]=[CH:23][C:24]=1[CH3:25])=[O:19])[C:15]1[CH:14]=[CH:13][C:12]2[N:8]([CH2:7][C:6]([OH:36])=[O:5])[C:9]([CH2:33][CH2:34][CH3:35])=[N:10][C:11]=2[CH:16]=1)[C:27]1[CH:28]=[CH:29][CH:30]=[CH:31][CH:32]=1, predict the reactants needed to synthesize it.